This data is from Catalyst prediction with 721,799 reactions and 888 catalyst types from USPTO. The task is: Predict which catalyst facilitates the given reaction. (1) Reactant: [CH:1]1[C:10]2[C:5](=[CH:6][CH:7]=[CH:8][C:9]=2[C:11]([OH:13])=O)[CH:4]=[CH:3][N:2]=1.Cl.[CH3:15][NH:16][O:17][CH3:18].C1CCC(N=C=NC2CCCCC2)CC1. Product: [CH3:18][O:17][N:16]([CH3:15])[C:11]([C:9]1[CH:8]=[CH:7][CH:6]=[C:5]2[C:10]=1[CH:1]=[N:2][CH:3]=[CH:4]2)=[O:13]. The catalyst class is: 251. (2) Reactant: [CH3:1][C:2]1([C:11]2[CH:12]=[CH:13][CH:14]=[CH:15][CH:16]=2)[O:7][C:6]([C:8]([OH:10])=O)=[CH:5][C:3]1=[O:4].[NH2:17][CH2:18][CH2:19][O:20][CH2:21][CH2:22][NH:23][C:24](=[O:30])[O:25][C:26]([CH3:29])([CH3:28])[CH3:27].C(Cl)CCl. Product: [CH3:1][C:2]1([C:11]2[CH:12]=[CH:13][CH:14]=[CH:15][CH:16]=2)[C:3](=[O:4])[CH:5]=[C:6]([C:8]([NH:17][CH2:18][CH2:19][O:20][CH2:21][CH2:22][NH:23][C:24](=[O:30])[O:25][C:26]([CH3:28])([CH3:27])[CH3:29])=[O:10])[O:7]1. The catalyst class is: 210. (3) Reactant: Cl.[F:2][C:3]1[CH:4]=[C:5]([CH:9]2[CH2:14][CH2:13][CH2:12][NH:11][CH2:10]2)[CH:6]=[CH:7][CH:8]=1.C([O-])([O-])=O.[K+].[K+].CC1C=CC(S(O[CH2:32][CH2:33][C:34]2[CH:39]=[CH:38][CH:37]=[CH:36][C:35]=2[N:40]2[CH2:45][CH2:44][CH2:43][CH2:42][C:41]2=[O:46])(=O)=O)=CC=1. Product: [F:2][C:3]1[CH:4]=[C:5]([CH:9]2[CH2:14][CH2:13][CH2:12][N:11]([CH2:32][CH2:33][C:34]3[CH:39]=[CH:38][CH:37]=[CH:36][C:35]=3[N:40]3[CH2:45][CH2:44][CH2:43][CH2:42][C:41]3=[O:46])[CH2:10]2)[CH:6]=[CH:7][CH:8]=1. The catalyst class is: 10.